From a dataset of Catalyst prediction with 721,799 reactions and 888 catalyst types from USPTO. Predict which catalyst facilitates the given reaction. (1) Reactant: [Br:1][C:2]1[C:10]2[O:9][CH:8]([CH2:11][OH:12])[CH2:7][C:6]=2[C:5]([F:13])=[CH:4][CH:3]=1.[C:14]1([CH3:24])[CH:19]=[CH:18][C:17]([S:20](Cl)(=[O:22])=[O:21])=[CH:16][CH:15]=1. Product: [CH3:24][C:14]1[CH:19]=[CH:18][C:17]([S:20]([O:12][CH2:11][CH:8]2[CH2:7][C:6]3[C:5]([F:13])=[CH:4][CH:3]=[C:2]([Br:1])[C:10]=3[O:9]2)(=[O:22])=[O:21])=[CH:16][CH:15]=1. The catalyst class is: 17. (2) The catalyst class is: 178. Product: [NH2:27][CH2:26][C@@H:16]1[C@@H:15]([NH:14][C:10]2[N:9]=[C:8]([N:1]3[CH2:7][CH2:6][CH2:5][CH2:4][CH2:3][CH2:2]3)[CH:13]=[CH:12][N:11]=2)[CH2:19][CH2:18][N:17]1[CH:20]1[CH2:21][CH2:22][CH2:23][CH2:24][CH2:25]1. Reactant: [N:1]1([C:8]2[CH:13]=[CH:12][N:11]=[C:10]([NH:14][C@H:15]3[CH2:19][CH2:18][N:17]([CH:20]4[CH2:25][CH2:24][CH2:23][CH2:22][CH2:21]4)[C@@H:16]3[CH2:26][N:27]=[N+]=[N-])[N:9]=2)[CH2:7][CH2:6][CH2:5][CH2:4][CH2:3][CH2:2]1. (3) Reactant: [Cl:1][C:2]1[CH:3]=[C:4]([CH:34]=[C:35]([Cl:37])[CH:36]=1)[CH2:5][N:6]([CH2:26][C:27]1[CH:32]=[CH:31][C:30]([F:33])=[CH:29][CH:28]=1)[S:7]([C:10]1[CH:15]=[CH:14][CH:13]=[C:12]([CH2:16][NH:17][CH2:18][C:19]2[CH:24]=[CH:23][C:22]([F:25])=[CH:21][CH:20]=2)[CH:11]=1)(=[O:9])=[O:8].[Cl:38][C:39]1[C:40]([OH:50])=[C:41]([S:46](Cl)(=[O:48])=[O:47])[CH:42]=[C:43]([Cl:45])[CH:44]=1.CCN(CC)CC.S(Cl)(Cl)(=O)=O. Product: [Cl:38][C:39]1[C:40]([OH:50])=[C:41]([S:46]([N:17]([CH2:16][C:12]2[CH:13]=[CH:14][CH:15]=[C:10]([S:7](=[O:8])(=[O:9])[N:6]([CH2:5][C:4]3[CH:3]=[C:2]([Cl:1])[CH:36]=[C:35]([Cl:37])[CH:34]=3)[CH2:26][C:27]3[CH:32]=[CH:31][C:30]([F:33])=[CH:29][CH:28]=3)[CH:11]=2)[CH2:18][C:19]2[CH:20]=[CH:21][C:22]([F:25])=[CH:23][CH:24]=2)(=[O:48])=[O:47])[CH:42]=[C:43]([Cl:45])[CH:44]=1. The catalyst class is: 1. (4) Reactant: [CH3:1][C:2]1(O)[CH2:7][CH2:6][C@H:5]([CH:8]=[CH:9][C:10](=[CH2:12])[CH3:11])[CH:4]=[CH:3]1.[CH3:14][C:15]1[CH:16]=[C:17]([OH:22])[CH:18]=[C:19]([CH:21]=1)[OH:20].O.O.C(O)(=O)C(O)=O. Product: [CH3:14][C:15]1[C:16]([CH:4]2[CH:5]([CH:8]=[CH:9][C:10](=[CH2:11])[CH3:12])[CH2:6][CH2:7][C:2]([CH3:1])=[CH:3]2)=[C:17]([OH:22])[CH:18]=[C:19]([OH:20])[CH:21]=1. The catalyst class is: 715. (5) Reactant: [H-].[Na+].[Cl:3][C:4]1[S:5][C:6]2[C:7](=[O:16])[NH:8][CH2:9][C:10]([CH3:15])([CH3:14])[CH2:11][C:12]=2[N:13]=1.[CH3:17]I.O. Product: [Cl:3][C:4]1[S:5][C:6]2[C:7](=[O:16])[N:8]([CH3:17])[CH2:9][C:10]([CH3:14])([CH3:15])[CH2:11][C:12]=2[N:13]=1. The catalyst class is: 1.